From a dataset of Catalyst prediction with 721,799 reactions and 888 catalyst types from USPTO. Predict which catalyst facilitates the given reaction. (1) Reactant: [CH:1]([C:4]1[S:13][C:12]2[NH:11][C:10]3[CH:14]=[CH:15][CH:16]=[CH:17][C:9]=3[NH:8][C:7](=S)[C:6]=2[N:5]=1)([CH3:3])[CH3:2].COS(C(F)(F)F)(=O)=O.[CH3:28][O:29][CH2:30][CH2:31][C@H:32]1[CH2:37][NH:36][CH2:35][CH2:34][NH:33]1. Product: [CH3:28][O:29][CH2:30][CH2:31][C@@H:32]1[NH:33][CH2:34][CH2:35][N:36]([C:7]2[C:6]3[N:5]=[C:4]([CH:1]([CH3:3])[CH3:2])[S:13][C:12]=3[NH:11][C:10]3[CH:14]=[CH:15][CH:16]=[CH:17][C:9]=3[N:8]=2)[CH2:37]1. The catalyst class is: 272. (2) Reactant: [C:1]([O:5][C:6](=[O:32])[C:7]1[CH:12]=[CH:11][C:10]([C:13]2(O)[CH2:17][C:16]([C:22]3[CH:27]=[C:26]([Cl:28])[CH:25]=[C:24]([Cl:29])[CH:23]=3)([C:18]([F:21])([F:20])[F:19])[O:15][CH2:14]2)=[CH:9][C:8]=1[CH3:31])([CH3:4])([CH3:3])[CH3:2].S(Cl)(Cl)=O.C(N(CC)CC)C. Product: [C:1]([O:5][C:6](=[O:32])[C:7]1[CH:12]=[CH:11][C:10]([C:13]2[CH2:17][C:16]([C:22]3[CH:27]=[C:26]([Cl:28])[CH:25]=[C:24]([Cl:29])[CH:23]=3)([C:18]([F:20])([F:19])[F:21])[O:15][CH:14]=2)=[CH:9][C:8]=1[CH3:31])([CH3:4])([CH3:3])[CH3:2]. The catalyst class is: 4. (3) Reactant: [C:1]([O:5][C:6]([C:8]1[N:9]([C:23]2[CH:27]=[CH:26][S:25][CH:24]=2)[C:10]2[C:15]([C:16]=1[NH2:17])=[C:14]([CH3:18])[C:13]([C:19]([F:22])([F:21])[F:20])=[CH:12][CH:11]=2)=[O:7])([CH3:4])([CH3:3])[CH3:2].Cl[C:29](Cl)([O:31]C(=O)OC(Cl)(Cl)Cl)Cl.C(N(CC)CC)C. Product: [C:1]([O:5][C:6]([C:8]1[N:9]([C:23]2[CH:27]=[CH:26][S:25][CH:24]=2)[C:10]2[C:15]([C:16]=1[N:17]=[C:29]=[O:31])=[C:14]([CH3:18])[C:13]([C:19]([F:21])([F:20])[F:22])=[CH:12][CH:11]=2)=[O:7])([CH3:4])([CH3:2])[CH3:3]. The catalyst class is: 11. (4) Reactant: [CH:1]1([N:5]2[CH2:11][CH2:10][C:9]3[CH:12]=[CH:13][C:14]([C:16]4[CH2:17][CH2:18][N:19](C(OCC5C=CC=CC=5)=O)[CH2:20][CH:21]=4)=[CH:15][C:8]=3[CH2:7][CH2:6]2)[CH2:4][CH2:3][CH2:2]1. Product: [CH:1]1([N:5]2[CH2:11][CH2:10][C:9]3[CH:12]=[CH:13][C:14]([CH:16]4[CH2:17][CH2:18][NH:19][CH2:20][CH2:21]4)=[CH:15][C:8]=3[CH2:7][CH2:6]2)[CH2:4][CH2:3][CH2:2]1. The catalyst class is: 29. (5) Reactant: [Cl:1][C:2]1[CH:3]=[C:4]([C:8]2[N:13]=[CH:12][C:11]([CH:14]=[O:15])=[CH:10][N:9]=2)[CH:5]=[CH:6][CH:7]=1.[CH3:16][Mg]Br. Product: [Cl:1][C:2]1[CH:3]=[C:4]([C:8]2[N:9]=[CH:10][C:11]([CH:14]([OH:15])[CH3:16])=[CH:12][N:13]=2)[CH:5]=[CH:6][CH:7]=1. The catalyst class is: 1. (6) Reactant: [CH3:1][N:2]1[CH2:19][CH2:18][C:5]2[N:6]([CH2:14][C:15](O)=[O:16])[C:7]3[CH:8]=[CH:9][C:10]([CH3:13])=[CH:11][C:12]=3[C:4]=2[CH2:3]1.C(Cl)(=O)C(Cl)=O.[CH3:26][N:27]1[CH2:32][CH2:31][NH:30][CH2:29][CH2:28]1. Product: [CH3:1][N:2]1[CH2:19][CH2:18][C:5]2[N:6]([CH2:14][C:15]([N:30]3[CH2:31][CH2:32][N:27]([CH3:26])[CH2:28][CH2:29]3)=[O:16])[C:7]3[CH:8]=[CH:9][C:10]([CH3:13])=[CH:11][C:12]=3[C:4]=2[CH2:3]1. The catalyst class is: 64. (7) Reactant: Br[C:2]1[C:3]([CH3:12])=[CH:4][C:5]([C:8]([F:11])([F:10])[F:9])=[N:6][CH:7]=1.[B:13]1([B:13]2[O:17][C:16]([CH3:19])([CH3:18])[C:15]([CH3:21])([CH3:20])[O:14]2)[O:17][C:16]([CH3:19])([CH3:18])[C:15]([CH3:21])([CH3:20])[O:14]1.C([O-])(=O)C.[K+].[NH4+].[Cl-]. Product: [CH3:12][C:3]1[C:2]([B:13]2[O:17][C:16]([CH3:19])([CH3:18])[C:15]([CH3:21])([CH3:20])[O:14]2)=[CH:7][N:6]=[C:5]([C:8]([F:11])([F:10])[F:9])[CH:4]=1. The catalyst class is: 75. (8) The catalyst class is: 22. Product: [O:19]1[CH2:23][CH2:22][CH:21]([CH2:24][NH:25][C:15]([C:12]2[CH:11]=[C:10]([CH2:9][CH2:8][CH2:7][C:1]3[CH:2]=[CH:3][CH:4]=[CH:5][CH:6]=3)[O:14][N:13]=2)=[O:17])[CH2:20]1. Reactant: [C:1]1([CH2:7][CH2:8][CH2:9][C:10]2[O:14][N:13]=[C:12]([C:15]([OH:17])=O)[CH:11]=2)[CH:6]=[CH:5][CH:4]=[CH:3][CH:2]=1.Cl.[O:19]1[CH2:23][CH2:22][CH:21]([CH2:24][NH2:25])[CH2:20]1.C(N(CC)CC)C.ON1C2C=CC=CC=2N=N1.Cl.C(N=C=NCCCN(C)C)C. (9) Reactant: [OH:1][CH2:2][CH2:3][CH2:4][C@@:5]1([C:29]2[CH:34]=[CH:33][CH:32]=[CH:31][CH:30]=2)[O:10][C:9](=[O:11])[N:8]([C@H:12]([C:14]2[CH:19]=[CH:18][C:17](B3OC(C)(C)C(C)(C)O3)=[CH:16][CH:15]=2)[CH3:13])[CH2:7][CH2:6]1.Br[C:36]1[CH:41]=[CH:40][N:39]([CH3:42])[C:38](=[O:43])[CH:37]=1.C([O-])([O-])=O.[Cs+].[Cs+]. The catalyst class is: 184. Product: [OH:1][CH2:2][CH2:3][CH2:4][C@@:5]1([C:29]2[CH:30]=[CH:31][CH:32]=[CH:33][CH:34]=2)[O:10][C:9](=[O:11])[N:8]([C@H:12]([C:14]2[CH:19]=[CH:18][C:17]([C:36]3[CH:41]=[CH:40][N:39]([CH3:42])[C:38](=[O:43])[CH:37]=3)=[CH:16][CH:15]=2)[CH3:13])[CH2:7][CH2:6]1.